This data is from Aqueous solubility values for 9,982 compounds from the AqSolDB database. The task is: Regression/Classification. Given a drug SMILES string, predict its absorption, distribution, metabolism, or excretion properties. Task type varies by dataset: regression for continuous measurements (e.g., permeability, clearance, half-life) or binary classification for categorical outcomes (e.g., BBB penetration, CYP inhibition). For this dataset (solubility_aqsoldb), we predict Y. (1) The compound is CCCCO. The Y is -0.0504 log mol/L. (2) The compound is O=C(O)C(=O)c1ccc2c(c1)OCO2. The Y is -1.19 log mol/L. (3) The Y is -5.90 log mol/L. The compound is c1ccc2c(c1)Nc1c(ccc3ccccc13)S2. (4) The compound is COc1ccccc1NC(=O)C(N=Nc1ccc(Cl)cc1[N+](=O)[O-])C(C)=O. The Y is -7.31 log mol/L. (5) The compound is Cc1ccccc1C(=O)NNC(=O)c1ccncc1. The Y is -2.73 log mol/L. (6) The drug is COc1ccccc1N=NC(C(C)=O)C(=O)Nc1ccc2[nH]c(=O)[nH]c2c1. The Y is -7.63 log mol/L. (7) The molecule is CCC(C)C(=O)OC1CC(C)C=C2C=CC(C)C(CCC3CC(O)CC(=O)O3)C21. The Y is -6.01 log mol/L.